Dataset: Reaction yield outcomes from USPTO patents with 853,638 reactions. Task: Predict the reaction yield, written as a fraction of the theoretical maximum amount of product (1.0 means a 100% yield; for example, 0.34 means a 34% yield). (1) The reactants are [O-]P([O-])([O-])=O.[K+].[K+].[K+].[N+:9]([C:12]1[CH:17]=[CH:16][CH:15]=[CH:14][C:13]=1Cl)([O-:11])=[O:10].[CH3:19][O:20][C:21]1[CH:26]=[CH:25][C:24]([NH2:27])=[CH:23][CH:22]=1. The catalyst is COCCOC.CCOCC.CCCCCCCCCCCC.C1C=CC(/C=C/C(/C=C/C2C=CC=CC=2)=O)=CC=1.C1C=CC(/C=C/C(/C=C/C2C=CC=CC=2)=O)=CC=1.C1C=CC(/C=C/C(/C=C/C2C=CC=CC=2)=O)=CC=1.[Pd].[Pd].CC([O-])(C)C.[Na+]. The product is [N+:9]([C:12]1[CH:17]=[CH:16][CH:15]=[CH:14][C:13]=1[NH:27][C:24]1[CH:25]=[CH:26][C:21]([O:20][CH3:19])=[CH:22][CH:23]=1)([O-:11])=[O:10]. The yield is 0.980. (2) The reactants are [Br:1][C:2]1[CH:7]=[CH:6][C:5]([OH:8])=[CH:4][CH:3]=1.[CH2:9](Br)[CH2:10][C@H:11]([CH2:13][CH2:14][CH:15]=[C:16]([CH3:18])[CH3:17])[CH3:12].C(=O)([O-])[O-].[K+].[K+]. The catalyst is CC(=O)CC. The product is [Br:1][C:2]1[CH:7]=[CH:6][C:5]([O:8][CH2:9][CH2:10][C@@H:11]([CH3:12])[CH2:13][CH2:14][CH:15]=[C:16]([CH3:18])[CH3:17])=[CH:4][CH:3]=1. The yield is 0.682. (3) The yield is 0.540. The catalyst is C1(OC)C=CC=CC=1.C(OCC)(=O)C. The reactants are CO[C:3](=[O:27])[CH2:4][C:5]1[CH:6]=[N:7][C:8]([C:11]2[CH:16]=[CH:15][C:14]([O:17][CH2:18][CH2:19][N:20]3[CH2:25][CH2:24][O:23][CH2:22][CH2:21]3)=[CH:13][C:12]=2[F:26])=[CH:9][CH:10]=1.[CH:28]1([CH2:33][CH2:34][NH2:35])[CH2:32][CH2:31][CH2:30][CH2:29]1. The product is [CH:28]1([CH2:33][CH2:34][NH:35][C:3](=[O:27])[CH2:4][C:5]2[CH:6]=[N:7][C:8]([C:11]3[CH:16]=[CH:15][C:14]([O:17][CH2:18][CH2:19][N:20]4[CH2:25][CH2:24][O:23][CH2:22][CH2:21]4)=[CH:13][C:12]=3[F:26])=[CH:9][CH:10]=2)[CH2:32][CH2:31][CH2:30][CH2:29]1. (4) The reactants are Br[CH:2]=[C:3]1[C:9]2[CH:10]=[CH:11][CH:12]=[C:13]([Cl:14])[C:8]=2[CH2:7][CH2:6][C:5]2[CH:15]=[CH:16][CH:17]=[CH:18][C:4]1=2.[CH3:19][S:20]([NH:23][C:24]1[CH:29]=[CH:28][C:27](B(O)O)=[CH:26][CH:25]=1)(=[O:22])=[O:21]. No catalyst specified. The product is [Cl:14][C:13]1[C:8]2[CH2:7][CH2:6][C:5]3[CH:15]=[CH:16][CH:17]=[CH:18][C:4]=3[C:3](=[CH:2][C:27]3[CH:28]=[CH:29][C:24]([NH:23][S:20]([CH3:19])(=[O:22])=[O:21])=[CH:25][CH:26]=3)[C:9]=2[CH:10]=[CH:11][CH:12]=1. The yield is 0.430. (5) The reactants are [N:1]1[C:9]2[CH:8]=[CH:7][N:6]=[CH:5][C:4]=2[NH:3][C:2]=1[C:10]1[C:18]2[C:13](=[N:14][CH:15]=[C:16]([C:19]3[CH:20]=[N:21][CH:22]=[CH:23][C:24]=3[CH3:25])[CH:17]=2)[N:12](C2CCCCO2)[N:11]=1.C([SiH](CC)CC)C.C(O)(C(F)(F)F)=O. The catalyst is C(Cl)Cl. The product is [N:1]1[C:9]2[CH:8]=[CH:7][N:6]=[CH:5][C:4]=2[NH:3][C:2]=1[C:10]1[C:18]2[C:13](=[N:14][CH:15]=[C:16]([C:19]3[CH:20]=[N:21][CH:22]=[CH:23][C:24]=3[CH3:25])[CH:17]=2)[NH:12][N:11]=1. The yield is 0.430. (6) The catalyst is C(Cl)Cl. The product is [CH3:1][N:3]([C:11]([CH2:15][CH3:16])([CH3:14])[CH:12]=[O:13])[C:4](=[O:10])[O:5][C:6]([CH3:9])([CH3:8])[CH3:7]. The yield is 0.710. The reactants are [CH2:1]([N:3]([C:11]([CH3:15])([CH3:14])[CH2:12][OH:13])[C:4](=[O:10])[O:5][C:6]([CH3:9])([CH3:8])[CH3:7])C.[CH3:16]C(OI1(OC(C)=O)(OC(C)=O)OC(=O)C2C=CC=CC1=2)=O.C(=O)([O-])O.[Na+].S([O-])([O-])(=O)=S.[Na+].[Na+].